This data is from Catalyst prediction with 721,799 reactions and 888 catalyst types from USPTO. The task is: Predict which catalyst facilitates the given reaction. (1) Reactant: [CH3:1][C:2]1[N:6]([CH3:7])[C:5]2[CH:8]=[CH:9][C:10]3[C:11](=[O:22])[CH2:12][CH:13]([C:16]4[CH:21]=[CH:20][CH:19]=[CH:18][CH:17]=4)[O:14][C:15]=3[C:4]=2[N:3]=1.[BH4-].[Na+].[Cl-].[NH4+]. Product: [CH3:1][C:2]1[N:6]([CH3:7])[C:5]2[CH:8]=[CH:9][C:10]3[C@H:11]([OH:22])[CH2:12][C@H:13]([C:16]4[CH:17]=[CH:18][CH:19]=[CH:20][CH:21]=4)[O:14][C:15]=3[C:4]=2[N:3]=1. The catalyst class is: 5. (2) Reactant: Cl.[Si:2]([O:19][CH2:20][CH2:21]/[CH:22]=[CH:23]/[C@@H:24]([NH2:29])[CH2:25][CH:26]([CH3:28])[CH3:27])([C:15]([CH3:18])([CH3:17])[CH3:16])([C:9]1[CH:14]=[CH:13][CH:12]=[CH:11][CH:10]=1)[C:3]1[CH:8]=[CH:7][CH:6]=[CH:5][CH:4]=1.CCN(CC)CC.Cl[C:38]([O:40][CH2:41][C:42]1[CH:47]=[CH:46][CH:45]=[CH:44][CH:43]=1)=[O:39]. Product: [Si:2]([O:19][CH2:20][CH2:21]/[CH:22]=[CH:23]/[C@@H:24]([NH:29][C:38](=[O:39])[O:40][CH2:41][C:42]1[CH:47]=[CH:46][CH:45]=[CH:44][CH:43]=1)[CH2:25][CH:26]([CH3:27])[CH3:28])([C:15]([CH3:17])([CH3:18])[CH3:16])([C:9]1[CH:10]=[CH:11][CH:12]=[CH:13][CH:14]=1)[C:3]1[CH:4]=[CH:5][CH:6]=[CH:7][CH:8]=1. The catalyst class is: 677.